This data is from Full USPTO retrosynthesis dataset with 1.9M reactions from patents (1976-2016). The task is: Predict the reactants needed to synthesize the given product. (1) Given the product [F:8][C:6]1[CH:5]=[C:4]([S:9]([C:14]2[CH:22]=[CH:21][C:20]3[N:19]([CH3:23])[C:18]4[CH2:24][CH:25]5[NH:29][CH:28]([C:17]=4[C:16]=3[C:15]=2[C:30]([O:32][C:33]([CH3:36])([CH3:35])[CH3:34])=[O:31])[CH2:27][CH2:26]5)(=[O:11])=[O:10])[CH:3]=[C:2]([F:1])[CH:7]=1, predict the reactants needed to synthesize it. The reactants are: [F:1][C:2]1[CH:3]=[C:4]([S:9]([O-:11])=[O:10])[CH:5]=[C:6]([F:8])[CH:7]=1.[Na+].Br[C:14]1[CH:22]=[CH:21][C:20]2[N:19]([CH3:23])[C:18]3[CH2:24][CH:25]4[NH:29][CH:28]([C:17]=3[C:16]=2[C:15]=1[C:30]([O:32][C:33]([CH3:36])([CH3:35])[CH3:34])=[O:31])[CH2:27][CH2:26]4. (2) Given the product [N:1]1([CH2:6][C:7]2[CH:12]=[CH:11][C:10]([CH2:13][CH2:14][NH:15][C:29]([C:26]3[CH:27]=[CH:28][C:23]([C:20]4[CH:21]=[CH:22][C:17]([Cl:16])=[CH:18][CH:19]=4)=[CH:24][C:25]=3[F:32])=[O:30])=[CH:9][CH:8]=2)[CH2:5][CH2:4][CH2:3][CH2:2]1, predict the reactants needed to synthesize it. The reactants are: [N:1]1([CH2:6][C:7]2[CH:12]=[CH:11][C:10]([CH2:13][CH2:14][NH2:15])=[CH:9][CH:8]=2)[CH2:5][CH2:4][CH2:3][CH2:2]1.[Cl:16][C:17]1[CH:22]=[CH:21][C:20]([C:23]2[CH:28]=[CH:27][C:26]([C:29](O)=[O:30])=[C:25]([F:32])[CH:24]=2)=[CH:19][CH:18]=1. (3) The reactants are: Cl[CH2:2][C:3]1[CH:4]=[C:5]2[C:10](=[C:11]([S:13]([CH3:16])(=[O:15])=[O:14])[CH:12]=1)[N:9]=[CH:8][C:7]([CH3:17])=[CH:6]2.C[Sn](C)(C)[C:20]1[CH:21]=[C:22]([CH:27]=[CH:28][N:29]=1)[C:23]([O:25][CH3:26])=[O:24]. Given the product [CH3:17][C:7]1[CH:8]=[N:9][C:10]2[C:5]([CH:6]=1)=[CH:4][C:3]([CH2:2][C:20]1[CH:21]=[C:22]([CH:27]=[CH:28][N:29]=1)[C:23]([O:25][CH3:26])=[O:24])=[CH:12][C:11]=2[S:13]([CH3:16])(=[O:15])=[O:14], predict the reactants needed to synthesize it.